This data is from Forward reaction prediction with 1.9M reactions from USPTO patents (1976-2016). The task is: Predict the product of the given reaction. Given the reactants [H-].[Na+].[CH2:3]([OH:7])[C:4]#[C:5][CH3:6].Cl[C:9]1[CH:14]=[C:13]([CH2:15][C:16]2[CH:21]=[CH:20][CH:19]=[CH:18][C:17]=2[F:22])[N:12]=[CH:11][N:10]=1.[Cl-].[NH4+], predict the reaction product. The product is: [F:22][C:17]1[CH:18]=[CH:19][CH:20]=[CH:21][C:16]=1[CH2:15][C:13]1[CH:14]=[C:9]([O:7][CH2:3][C:4]#[C:5][CH3:6])[N:10]=[CH:11][N:12]=1.